This data is from Forward reaction prediction with 1.9M reactions from USPTO patents (1976-2016). The task is: Predict the product of the given reaction. (1) Given the reactants [Cl:1][C:2]1[CH:3]=[C:4]([C@@H:9]2[O:15][CH2:14][CH2:13][N:12]([C:16]([O:18][C:19]([CH3:22])([CH3:21])[CH3:20])=[O:17])[CH2:11][C@@H:10]2[CH2:23][O:24][CH2:25][C:26](N2CCOCC2)=[O:27])[CH:5]=[CH:6][C:7]=1[Cl:8].[OH2:34].[OH-].[Li+].[Cl-].[NH4+], predict the reaction product. The product is: [C:19]([O:18][C:16]([N:12]1[CH2:11][C@H:10]([CH2:23][O:24][CH2:25][C:26]([OH:34])=[O:27])[C@H:9]([C:4]2[CH:5]=[CH:6][C:7]([Cl:8])=[C:2]([Cl:1])[CH:3]=2)[O:15][CH2:14][CH2:13]1)=[O:17])([CH3:21])([CH3:20])[CH3:22]. (2) Given the reactants [ClH:1].[F:2][C:3]1[CH:4]=[C:5]([NH:27][C:28]([NH:30][C:31](=[O:39])[CH2:32][C:33]2[CH:38]=[CH:37][CH:36]=[CH:35][CH:34]=2)=[S:29])[CH:6]=[CH:7][C:8]=1[O:9][C:10]1[CH:15]=[CH:14][N:13]=[C:12]2[CH:16]=[C:17]([C:19]([N:21]3[CH2:26][CH2:25][CH2:24][CH2:23]C3)=[O:20])[S:18][C:11]=12.FC1C=C(NC(NC(=O)CC2C=CC=CC=2)=S)C=CC=1OC1C=CN=C2C=C(C(N3CCCCC3)=O)SC=12, predict the reaction product. The product is: [ClH:1].[F:2][C:3]1[CH:4]=[C:5]([NH:27][C:28]([NH:30][C:31](=[O:39])[CH2:32][C:33]2[CH:34]=[CH:35][CH:36]=[CH:37][CH:38]=2)=[S:29])[CH:6]=[CH:7][C:8]=1[O:9][C:10]1[CH:15]=[CH:14][N:13]=[C:12]2[CH:16]=[C:17]([C:19]([N:21]3[CH2:23][CH2:24][CH2:25][CH2:26]3)=[O:20])[S:18][C:11]=12. (3) Given the reactants NO.Cl.[OH-].[Na+].CC1[N:8]([C@H:13]2[CH2:20][C@@:19]3([C:21]([O:23][CH2:24][C:25]4[CH:30]=[CH:29][CH:28]=[CH:27][CH:26]=4)=[O:22])[C@H:15]([CH2:16][CH2:17][CH2:18]3)[CH2:14]2)C(C)=CC=1, predict the reaction product. The product is: [NH2:8][C@H:13]1[CH2:20][C@@:19]2([C:21]([O:23][CH2:24][C:25]3[CH:26]=[CH:27][CH:28]=[CH:29][CH:30]=3)=[O:22])[C@H:15]([CH2:16][CH2:17][CH2:18]2)[CH2:14]1. (4) Given the reactants C(OC(=O)[N:7]=[C:8]1[N:12]([CH2:13][C:14]2[CH:19]=[CH:18][CH:17]=[CH:16][C:15]=2[N:20]2[CH2:25][CH2:24][N:23]([CH2:26][C:27]3[CH:32]=[CH:31][CH:30]=[CH:29][C:28]=3[C:33]3[CH:38]=[CH:37][CH:36]=[CH:35][CH:34]=3)[CH2:22][CH2:21]2)[C:11]2[CH:39]=[CH:40][CH:41]=[CH:42][C:10]=2[N:9]1[CH2:43][CH2:44][CH2:45][O:46][C:47]1[CH:52]=[CH:51][C:50]([F:53])=[CH:49][CH:48]=1)(C)(C)C.C(O)(C(F)(F)F)=O, predict the reaction product. The product is: [C:28]1([C:33]2[CH:34]=[CH:35][CH:36]=[CH:37][CH:38]=2)[CH:29]=[CH:30][CH:31]=[CH:32][C:27]=1[CH2:26][N:23]1[CH2:22][CH2:21][N:20]([C:15]2[CH:16]=[CH:17][CH:18]=[CH:19][C:14]=2[CH2:13][N:12]2[C:11]3[CH:39]=[CH:40][CH:41]=[CH:42][C:10]=3[N:9]([CH2:43][CH2:44][CH2:45][O:46][C:47]3[CH:48]=[CH:49][C:50]([F:53])=[CH:51][CH:52]=3)[C:8]2=[NH:7])[CH2:25][CH2:24]1.